Dataset: Catalyst prediction with 721,799 reactions and 888 catalyst types from USPTO. Task: Predict which catalyst facilitates the given reaction. (1) Reactant: [CH2:1]([Li])[CH2:2]CC.C([Zn]C=C)=C.II.[Cl:13][C:14]1[CH:15]=[C:16]2[C:21](=[CH:22][CH:23]=1)[C@@:20]1([CH2:29][O:28][C:27]3[CH:30]=[CH:31][C:32]([C:34]([O:36][CH3:37])=[O:35])=[CH:33][C:26]=3[N:25]([CH2:38][C@@H:39]3[CH2:42][CH2:41][C@H:40]3[CH:43]=[O:44])[CH2:24]1)[CH2:19][CH2:18][CH2:17]2.C(O)(=O)CC(CC(O)=O)(C(O)=O)O. Product: [CH3:37][O:36][C:34]([C:32]1[CH:31]=[CH:30][C:27]2[O:28][CH2:29][C@:20]3([CH2:24][N:25]([CH2:38][C@@H:39]4[CH2:42][CH2:41][C@H:40]4[C@@H:43]([OH:44])[CH:1]=[CH2:2])[C:26]=2[CH:33]=1)[C:21]1[C:16](=[CH:15][C:14]([Cl:13])=[CH:23][CH:22]=1)[CH2:17][CH2:18][CH2:19]3)=[O:35]. The catalyst class is: 11. (2) Reactant: [Cl:1][C:2]1[C:3]([N:15]2[CH2:20][CH2:19][N:18]([C:21]([O:23][C:24]([CH3:27])([CH3:26])[CH3:25])=[O:22])[CH2:17][CH2:16]2)=[N:4][CH:5]=[C:6]([C:8]2[O:9][CH:10]([CH2:13][CH3:14])[CH2:11][N:12]=2)[CH:7]=1.C(C1C(=O)C(Cl)=C(Cl)C(=O)C=1C#N)#N. Product: [Cl:1][C:2]1[C:3]([N:15]2[CH2:20][CH2:19][N:18]([C:21]([O:23][C:24]([CH3:25])([CH3:27])[CH3:26])=[O:22])[CH2:17][CH2:16]2)=[N:4][CH:5]=[C:6]([C:8]2[O:9][C:10]([CH2:13][CH3:14])=[CH:11][N:12]=2)[CH:7]=1. The catalyst class is: 11. (3) Reactant: Cl[C:2]1[CH:7]=[C:6]([O:8][CH3:9])[N:5]=[C:4]([S:10][CH2:11][C:12]2[CH:17]=[CH:16][CH:15]=[C:14]([F:18])[C:13]=2[F:19])[N:3]=1.[CH3:20][N:21]([CH3:30])[CH2:22][CH2:23][N:24]([CH3:29])[S:25]([NH2:28])(=[O:27])=[O:26].C1(P(C2CCCCC2)C2C=CC=CC=2C2C(C(C)C)=CC(C(C)C)=CC=2C(C)C)CCCCC1.C(=O)([O-])[O-].[Cs+].[Cs+]. Product: [F:19][C:13]1[C:14]([F:18])=[CH:15][CH:16]=[CH:17][C:12]=1[CH2:11][S:10][C:4]1[N:3]=[C:2]([NH:28][S:25]([N:24]([CH2:23][CH2:22][N:21]([CH3:30])[CH3:20])[CH3:29])(=[O:27])=[O:26])[CH:7]=[C:6]([O:8][CH3:9])[N:5]=1. The catalyst class is: 102. (4) Reactant: [N:1]12[CH2:8][CH2:7][N:4]([CH2:5][CH2:6]1)CC2.[C-]#N.[Na+].ClC1[N:18]=[C:17]([C:19]2[CH:24]=[C:23]([F:25])[CH:22]=[C:21]([F:26])[CH:20]=2)[CH:16]=C(C)N=1. Product: [F:25][C:23]1[CH:24]=[C:19]([C:17]2[CH:16]=[C:6]([CH3:5])[N:1]=[C:8]([C:7]#[N:4])[N:18]=2)[CH:20]=[C:21]([F:26])[CH:22]=1. The catalyst class is: 16.